Predict which catalyst facilitates the given reaction. From a dataset of Catalyst prediction with 721,799 reactions and 888 catalyst types from USPTO. (1) Reactant: [N+:1]([C:4]1[CH:9]=[CH:8][C:7]([N:10]2[CH2:15][CH2:14][O:13][CH2:12][S:11]2(=[O:17])=[O:16])=[CH:6][CH:5]=1)([O-])=O. Product: [O:17]=[S:11]1(=[O:16])[N:10]([C:7]2[CH:6]=[CH:5][C:4]([NH2:1])=[CH:9][CH:8]=2)[CH2:15][CH2:14][O:13][CH2:12]1. The catalyst class is: 834. (2) Reactant: CO[C:3](=[O:17])[CH2:4][CH:5]([C:10]1[CH:15]=[CH:14][CH:13]=[CH:12][C:11]=1[F:16])[CH2:6][N+:7]([O-:9])=[O:8].[CH2:18]=O.[CH2:20]([NH2:27])[C:21]1[CH:26]=[CH:25][CH:24]=[CH:23][CH:22]=1. Product: [CH2:20]([N:27]1[CH2:18][C@@H:6]([N+:7]([O-:9])=[O:8])[C@H:5]([C:10]2[CH:15]=[CH:14][CH:13]=[CH:12][C:11]=2[F:16])[CH2:4][C:3]1=[O:17])[C:21]1[CH:26]=[CH:25][CH:24]=[CH:23][CH:22]=1. The catalyst class is: 14. (3) Reactant: [Li].[Br:2][C:3]1[CH:8]=[CH:7][C:6]([C:9](=O)[C:10]([F:13])([F:12])[F:11])=[CH:5][CH:4]=1.[CH2:15]1COCC1. Product: [Br:2][C:3]1[CH:8]=[CH:7][C:6]([C:9]([C:10]([F:13])([F:12])[F:11])=[CH2:15])=[CH:5][CH:4]=1. The catalyst class is: 629. (4) Reactant: [Cl:1][C:2]1[CH:3]=[CH:4][C:5]([OH:20])=[C:6]([C:8]2[N:9]=[C:10]([CH2:13][CH2:14][CH2:15][CH2:16][C:17]([OH:19])=[O:18])[O:11][CH:12]=2)[CH:7]=1.C1COCC1.[OH-].[Na+:27]. Product: [Na+:27].[Na+:27].[Cl:1][C:2]1[CH:3]=[CH:4][C:5]([OH:20])=[C:6]([C:8]2[N:9]=[C:10]([CH2:13][CH2:14][CH2:15][CH2:16][C:17]([O-:19])=[O:18])[O:11][CH:12]=2)[CH:7]=1.[Cl:1][C:2]1[CH:3]=[CH:4][C:5]([OH:20])=[C:6]([C:8]2[N:9]=[C:10]([CH2:13][CH2:14][CH2:15][CH2:16][C:17]([O-:19])=[O:18])[O:11][CH:12]=2)[CH:7]=1. The catalyst class is: 5. (5) Reactant: Br[C:2]1[CH:11]=[C:10]2[C:5]([CH:6]=[C:7]([C:12]([O:14][CH2:15][CH3:16])=[O:13])[CH:8]=[N:9]2)=[N:4][CH:3]=1.C(=O)([O-])[O-].[Cs+].[Cs+].[NH:23]1[CH:27]=[CH:26][CH:25]=[N:24]1.CN(C)C=O. Product: [N:23]1([C:2]2[CH:11]=[C:10]3[C:5]([CH:6]=[C:7]([C:12]([O:14][CH2:15][CH3:16])=[O:13])[CH:8]=[N:9]3)=[N:4][CH:3]=2)[CH:27]=[CH:26][CH:25]=[N:24]1. The catalyst class is: 205. (6) Reactant: [H-].[Na+].[CH3:3][O:4][C:5]1[CH:6]=[C:7]2[C:12](=[CH:13][CH:14]=1)[C:11]([OH:15])=[C:10]([C:16]1[CH:21]=[CH:20][C:19]([S:22][CH3:23])=[CH:18][CH:17]=1)[CH:9]=[CH:8]2.F[C:25]1[CH:30]=[CH:29][C:28]([N+:31]([O-:33])=[O:32])=[CH:27][CH:26]=1.O. Product: [CH3:3][O:4][C:5]1[CH:6]=[C:7]2[C:12](=[CH:13][CH:14]=1)[C:11]([O:15][C:25]1[CH:30]=[CH:29][C:28]([N+:31]([O-:33])=[O:32])=[CH:27][CH:26]=1)=[C:10]([C:16]1[CH:21]=[CH:20][C:19]([S:22][CH3:23])=[CH:18][CH:17]=1)[CH:9]=[CH:8]2. The catalyst class is: 9. (7) Reactant: [OH:1][CH:2]([C:10]1[CH:15]=[C:14]([I:16])[N:13]([CH2:17][C:18]#[CH:19])[C:12](=[O:20])[C:11]=1[CH3:21])[CH2:3][C:4]1[CH:9]=[CH:8][CH:7]=[CH:6][CH:5]=1.CCN(CC)CC.Br[Si:30]([CH2:37][CH2:38][C:39]([F:63])([F:62])[C:40]([F:61])([F:60])[C:41]([F:59])([F:58])[C:42]([F:57])([F:56])[C:43]([F:55])([F:54])[C:44]([F:53])([F:52])[C:45]([F:51])([F:50])[C:46]([F:49])([F:48])[F:47])([CH:34]([CH3:36])[CH3:35])[CH:31]([CH3:33])[CH3:32]. Product: [F:63][C:39]([F:62])([C:40]([F:60])([F:61])[C:41]([F:58])([F:59])[C:42]([F:56])([F:57])[C:43]([F:54])([F:55])[C:44]([F:52])([F:53])[C:45]([F:50])([F:51])[C:46]([F:47])([F:48])[F:49])[CH2:38][CH2:37][Si:30]([CH:34]([CH3:36])[CH3:35])([CH:31]([CH3:33])[CH3:32])[O:1][CH:2]([C:10]1[CH:15]=[C:14]([I:16])[N:13]([CH2:17][C:18]#[CH:19])[C:12](=[O:20])[C:11]=1[CH3:21])[CH2:3][C:4]1[CH:9]=[CH:8][CH:7]=[CH:6][CH:5]=1. The catalyst class is: 172.